This data is from Full USPTO retrosynthesis dataset with 1.9M reactions from patents (1976-2016). The task is: Predict the reactants needed to synthesize the given product. (1) Given the product [F:1][C:2]1[C:10]2[C:5](=[CH:6][CH:7]=[C:8]([C:21]3[CH:22]=[C:23]([NH:27][CH:28]([C:32]4[CH:37]=[CH:36][CH:35]=[CH:34][CH:33]=4)[C:29]([NH2:31])=[O:30])[CH:24]=[N:25][CH:26]=3)[CH:9]=2)[NH:4][N:3]=1, predict the reactants needed to synthesize it. The reactants are: [F:1][C:2]1[C:10]2[C:5](=[CH:6][CH:7]=[C:8](B3OC(C)(C)C(C)(C)O3)[CH:9]=2)[NH:4][N:3]=1.Br[C:21]1[CH:22]=[C:23]([NH:27][CH:28]([C:32]2[CH:37]=[CH:36][CH:35]=[CH:34][CH:33]=2)[C:29]([NH2:31])=[O:30])[CH:24]=[N:25][CH:26]=1.C([O-])([O-])=O.[K+].[K+]. (2) Given the product [C:12]([CH2:11][N:9]1[C:10]2[C:6](=[CH:5][CH:4]=[CH:3][C:2]=2/[CH:27]=[CH:26]/[C:28]2[CH:33]=[CH:32][C:31]([O:34][CH2:35][CH2:36][CH2:37][CH2:38][O:39][C:40]3[CH:45]=[CH:44][CH:43]=[CH:42][CH:41]=3)=[CH:30][CH:29]=2)[C:7]([S:16]([CH2:19][CH2:20][CH2:21][C:22]([OH:24])=[O:23])(=[O:18])=[O:17])=[CH:8]1)([OH:14])=[O:13], predict the reactants needed to synthesize it. The reactants are: Br[C:2]1[CH:3]=[CH:4][CH:5]=[C:6]2[C:10]=1[N:9]([CH2:11][C:12]([O:14]C)=[O:13])[CH:8]=[C:7]2[S:16]([CH2:19][CH2:20][CH2:21][C:22]([O:24]C)=[O:23])(=[O:18])=[O:17].[CH:26]([C:28]1[CH:33]=[CH:32][C:31]([O:34][CH2:35][CH2:36][CH2:37][CH2:38][O:39][C:40]2[CH:45]=[CH:44][CH:43]=[CH:42][CH:41]=2)=[CH:30][CH:29]=1)=[CH2:27].